From a dataset of Reaction yield outcomes from USPTO patents with 853,638 reactions. Predict the reaction yield, written as a fraction of the theoretical maximum amount of product (1.0 means a 100% yield; for example, 0.34 means a 34% yield). The reactants are [NH2:1][C:2]1[CH:7]=[CH:6][C:5]([CH3:8])=[CH:4][CH:3]=1.[F:9][C:10]1[CH:15]=[CH:14][C:13]([S:16](Cl)(=[O:18])=[O:17])=[CH:12][CH:11]=1. The catalyst is N1C=CC=CC=1. The product is [F:9][C:10]1[CH:15]=[CH:14][C:13]([S:16]([NH:1][C:2]2[CH:7]=[CH:6][C:5]([CH3:8])=[CH:4][CH:3]=2)(=[O:18])=[O:17])=[CH:12][CH:11]=1. The yield is 0.890.